This data is from Catalyst prediction with 721,799 reactions and 888 catalyst types from USPTO. The task is: Predict which catalyst facilitates the given reaction. Reactant: [Cl:1][C:2]1[C:3]([CH2:12][C:13]#[N:14])=[N:4][CH:5]=[C:6]([C:8]([F:11])([F:10])[F:9])[CH:7]=1.[C:15]([OH:18])(=[O:17])[CH3:16]. Product: [C:15]([OH:18])(=[O:17])[CH3:16].[Cl:1][C:2]1[C:3]([CH2:12][CH2:13][NH2:14])=[N:4][CH:5]=[C:6]([C:8]([F:11])([F:9])[F:10])[CH:7]=1. The catalyst class is: 45.